Dataset: Catalyst prediction with 721,799 reactions and 888 catalyst types from USPTO. Task: Predict which catalyst facilitates the given reaction. (1) Reactant: [F:1][C:2]1([F:17])[O:6][C:5]2[CH:7]=[CH:8][C:9]([CH2:11][CH:12]3[CH2:16][CH2:15][NH:14][CH2:13]3)=[CH:10][C:4]=2[O:3]1.C(N(CC)CC)C.C1([O:31][C:32](=O)[NH:33][C:34]2[CH:35]=[N:36][CH:37]=[CH:38][CH:39]=2)C=CC=CC=1. Product: [N:36]1[CH:37]=[CH:38][CH:39]=[C:34]([NH:33][C:32]([N:14]2[CH2:15][CH2:16][CH:12]([CH2:11][C:9]3[CH:8]=[CH:7][C:5]4[O:6][C:2]([F:1])([F:17])[O:3][C:4]=4[CH:10]=3)[CH2:13]2)=[O:31])[CH:35]=1. The catalyst class is: 10. (2) Reactant: C[O:2][C:3](=[O:18])[C:4]1[CH:9]=[C:8]([CH2:10][CH2:11][N:12]2[CH2:16][CH2:15][CH2:14][CH2:13]2)[CH:7]=[CH:6][C:5]=1[NH2:17].[OH-].[Li+].O. Product: [NH2:17][C:5]1[CH:6]=[CH:7][C:8]([CH2:10][CH2:11][N:12]2[CH2:16][CH2:15][CH2:14][CH2:13]2)=[CH:9][C:4]=1[C:3]([OH:18])=[O:2]. The catalyst class is: 36.